Dataset: Forward reaction prediction with 1.9M reactions from USPTO patents (1976-2016). Task: Predict the product of the given reaction. (1) Given the reactants [H-].[Na+].[CH3:3][O:4][C:5](=[O:24])[CH2:6][C:7]1[CH:12]=[CH:11][CH:10]=[C:9]([CH2:13][NH:14][S:15]([C:18]2[CH:19]=[N:20][CH:21]=[CH:22][CH:23]=2)(=[O:17])=[O:16])[CH:8]=1.Br[CH2:26][CH2:27][O:28][C:29]1[CH:34]=[CH:33][CH:32]=[C:31]([Cl:35])[CH:30]=1, predict the reaction product. The product is: [CH3:3][O:4][C:5](=[O:24])[CH2:6][C:7]1[CH:12]=[CH:11][CH:10]=[C:9]([CH2:13][N:14]([CH2:26][CH2:27][O:28][C:29]2[CH:34]=[CH:33][CH:32]=[C:31]([Cl:35])[CH:30]=2)[S:15]([C:18]2[CH:19]=[N:20][CH:21]=[CH:22][CH:23]=2)(=[O:17])=[O:16])[CH:8]=1. (2) Given the reactants P(Cl)(Cl)([Cl:3])=O.[CH2:6]([N:13]1[C:17]2[N:18]=[C:19](O)[CH:20]=[C:21]([C:22]([O:24][CH2:25][CH3:26])=[O:23])[C:16]=2[CH:15]=[N:14]1)[C:7]1[CH:12]=[CH:11][CH:10]=[CH:9][CH:8]=1.C(O)(C)C, predict the reaction product. The product is: [CH2:6]([N:13]1[C:17]2[N:18]=[C:19]([Cl:3])[CH:20]=[C:21]([C:22]([O:24][CH2:25][CH3:26])=[O:23])[C:16]=2[CH:15]=[N:14]1)[C:7]1[CH:12]=[CH:11][CH:10]=[CH:9][CH:8]=1.